This data is from Reaction yield outcomes from USPTO patents with 853,638 reactions. The task is: Predict the reaction yield, written as a fraction of the theoretical maximum amount of product (1.0 means a 100% yield; for example, 0.34 means a 34% yield). (1) The reactants are [Cl:1][C:2]1[CH:3]=[C:4]([NH:8][C:9](SC)=[C:10]([C:14]#[N:15])[C:11]([NH2:13])=O)[CH:5]=[CH:6][CH:7]=1.[NH2:18][NH2:19].[OH2:20]. The catalyst is CCO. The product is [NH2:13][C:11]1[NH:19][N:18]=[C:9]([NH:8][C:4]2[CH:5]=[CH:6][CH:7]=[C:2]([Cl:1])[CH:3]=2)[C:10]=1[C:14]([NH2:15])=[O:20]. The yield is 0.720. (2) The reactants are [F:1][C:2]1[CH:7]=[CH:6][CH:5]=[CH:4][C:3]=1[CH:8]=[CH:9][C:10]([OH:12])=O.C(C#N)(Cl)(Cl)Cl.C1C=CC(P(C2C=CC=CC=2)C2C=CC=CC=2)=CC=1.C(OC([N:45]1[C:54]2[C:49](=[CH:50][CH:51]=[C:52]([CH:55]([NH2:57])[CH3:56])[CH:53]=2)[CH2:48][CH2:47][CH2:46]1)=O)(C)(C)C.C(N(CC)CC)C. The catalyst is C(Cl)Cl. The product is [F:1][C:2]1[CH:7]=[CH:6][CH:5]=[CH:4][C:3]=1[CH:8]=[CH:9][C:10]([NH:57][CH:55]([C:52]1[CH:53]=[C:54]2[C:49]([CH2:48][CH2:47][CH2:46][NH:45]2)=[CH:50][CH:51]=1)[CH3:56])=[O:12]. The yield is 0.820. (3) The reactants are C1(S([N:10]2[C:14]3=[N:15][CH:16]=[C:17]([C:19]4[S:20][CH:21]=[CH:22][CH:23]=4)[CH:18]=[C:13]3[C:12]([C:24]#[N:25])=[CH:11]2)(=O)=O)C=CC=CC=1.CCO.[OH-].[Na+]. The catalyst is ClCCl.CO. The product is [S:20]1[CH:21]=[CH:22][CH:23]=[C:19]1[C:17]1[CH:18]=[C:13]2[C:12]([C:24]#[N:25])=[CH:11][NH:10][C:14]2=[N:15][CH:16]=1. The yield is 0.680. (4) The reactants are CCN(C(C)C)C(C)C.[NH2:10][C:11]1[N:16]=[CH:15][C:14]([C:17]2[CH:22]=[CH:21][C:20]([C:23]3[C:24]([C:29](O)=[O:30])=[CH:25][CH:26]=[CH:27][CH:28]=3)=[CH:19][C:18]=2[F:32])=[CH:13][N:12]=1.[F:33][C:34]([F:39])([F:38])[C@@H:35]([NH2:37])[CH3:36].CN(C(ON1N=NC2C=CC=NC1=2)=[N+](C)C)C.F[P-](F)(F)(F)(F)F. The catalyst is CN(C=O)C. The product is [NH2:10][C:11]1[N:12]=[CH:13][C:14]([C:17]2[CH:22]=[CH:21][C:20]([C:23]3[C:24]([C:29]([NH:37][C@@H:35]([CH3:36])[C:34]([F:39])([F:38])[F:33])=[O:30])=[CH:25][CH:26]=[CH:27][CH:28]=3)=[CH:19][C:18]=2[F:32])=[CH:15][N:16]=1. The yield is 0.410. (5) The reactants are Cl.[NH:2]1[CH2:5][CH2:4][C@H:3]1[C:6]([O:8][CH3:9])=[O:7].C(N(CC)CC)C.Cl[C:18]1[C:27]([N+:28]([O-:30])=[O:29])=[CH:26][C:21]([C:22]([O:24][CH3:25])=[O:23])=[CH:20][N:19]=1. The catalyst is O1CCCC1. The product is [CH3:9][O:8][C:6]([C@@H:3]1[CH2:4][CH2:5][N:2]1[C:18]1[C:27]([N+:28]([O-:30])=[O:29])=[CH:26][C:21]([C:22]([O:24][CH3:25])=[O:23])=[CH:20][N:19]=1)=[O:7]. The yield is 0.920. (6) The reactants are Br[C:2]1[CH:3]=[C:4]([C:8]2([C:21]3[CH:26]=[CH:25][CH:24]=[CH:23][CH:22]=3)[C:20]3[CH:19]=[CH:18][CH:17]=[CH:16][C:15]=3[C:14]3[C:9]2=[CH:10][CH:11]=[CH:12][CH:13]=3)[CH:5]=[CH:6][CH:7]=1.CC(C)([O-])C.[Na+].[NH2:33][C:34]1[CH:39]=[CH:38][CH:37]=[C:36]([CH3:40])[CH:35]=1.C(P(C(C)(C)C)C(C)(C)C)(C)(C)C. The catalyst is C1C=CC(/C=C/C(/C=C/C2C=CC=CC=2)=O)=CC=1.C1C=CC(/C=C/C(/C=C/C2C=CC=CC=2)=O)=CC=1.[Pd].CCCCCC.C1(C)C=CC=CC=1. The product is [CH3:40][C:36]1[CH:35]=[C:34]([NH:33][C:25]2[CH:24]=[CH:23][CH:22]=[C:21]([C:8]3([C:4]4[CH:5]=[CH:6][CH:7]=[CH:2][CH:3]=4)[C:9]4[CH:10]=[CH:11][CH:12]=[CH:13][C:14]=4[C:15]4[C:20]3=[CH:19][CH:18]=[CH:17][CH:16]=4)[CH:26]=2)[CH:39]=[CH:38][CH:37]=1. The yield is 0.820. (7) The catalyst is CN(C1C=CN=CC=1)C.CS(C)=O. The reactants are Cl.[NH2:2][C@H:3]1[CH2:6][C@H:5]([N:7]2[C:11]3=[N:12][CH:13]=[CH:14][N:15]=[C:10]3[N:9]([CH:16]3[CH2:18][CH2:17]3)[C:8]2=[O:19])[CH2:4]1.Cl[C:21]1[S:22][C:23]2[CH:29]=[C:28]([F:30])[CH:27]=[CH:26][C:24]=2[N:25]=1.C(NC(C)C)(C)C. The yield is 0.339. The product is [CH:16]1([N:9]2[C:10]3=[N:15][CH:14]=[CH:13][N:12]=[C:11]3[N:7]([C@H:5]3[CH2:6][C@H:3]([NH:2][C:21]4[S:22][C:23]5[CH:29]=[C:28]([F:30])[CH:27]=[CH:26][C:24]=5[N:25]=4)[CH2:4]3)[C:8]2=[O:19])[CH2:17][CH2:18]1. (8) The catalyst is C1COCC1. The reactants are [C:1]([Si:5]([CH3:11])([CH3:10])[O:6][CH2:7][C:8]#[CH:9])([CH3:4])([CH3:3])[CH3:2].[Li]CCCC.B(F)(F)F.[CH3:21][CH2:22][O:23]CC.C(OC(=O)C)(=O)C. The yield is 0.526. The product is [Si:5]([O:6][CH2:7][C:8]#[C:9][C:22](=[O:23])[CH3:21])([C:1]([CH3:3])([CH3:4])[CH3:2])([CH3:10])[CH3:11]. (9) The reactants are [NH2:1][C:2]1[CH:7]=[C:6]([NH:8][CH2:9][C:10]2[CH:15]=[CH:14][C:13]([F:16])=[CH:12][CH:11]=2)[CH:5]=[CH:4][C:3]=1[N+:17]([O-])=O.[Cl-].[NH4+].C(N(C(C)C)CC)(C)C.Cl[C:32]([O:34][CH2:35][CH3:36])=[O:33]. The catalyst is CO.O.[Zn]. The product is [CH3:36][CH2:35][O:34][C:32]([NH:17][C:3]1[CH:4]=[CH:5][C:6]([NH:8][CH2:9][C:10]2[CH:15]=[CH:14][C:13]([F:16])=[CH:12][CH:11]=2)=[CH:7][C:2]=1[NH2:1])=[O:33]. The yield is 0.310. (10) The reactants are [CH2:1]([O:3][C:4]([C:6]1[CH:7]=[N:8][N:9]([C:11]2[N:15]([CH2:16][O:17][CH2:18][CH2:19][O:20][CH3:21])[C:14]3[CH:22]=[C:23]([Cl:27])[C:24]([NH2:26])=[CH:25][C:13]=3[N:12]=2)[CH:10]=1)=[O:5])[CH3:2].NC1C(Cl)=CC2NC(N3C=[C:39]([C:41](O)=[O:42])C=N3)=NC=2C=1.C(N(C(C)C)CC)(C)C.C(Cl)(=O)C. The catalyst is C1COCC1. The product is [CH2:1]([O:3][C:4]([C:6]1[CH:7]=[N:8][N:9]([C:11]2[N:15]([CH2:16][O:17][CH2:18][CH2:19][O:20][CH3:21])[C:14]3[CH:22]=[C:23]([Cl:27])[C:24]([NH:26][C:41](=[O:42])[CH3:39])=[CH:25][C:13]=3[N:12]=2)[CH:10]=1)=[O:5])[CH3:2]. The yield is 0.810.